This data is from Reaction yield outcomes from USPTO patents with 853,638 reactions. The task is: Predict the reaction yield, written as a fraction of the theoretical maximum amount of product (1.0 means a 100% yield; for example, 0.34 means a 34% yield). (1) The reactants are [C:1]([C:3]1[CH:11]=[C:10]([O:12][CH3:13])[CH:9]=[CH:8][C:4]=1[C:5]([OH:7])=O)#[N:2].[CH3:14][CH2:15][CH2:16][CH:17]([NH2:21])[CH2:18][CH2:19][CH3:20]. No catalyst specified. The product is [C:1]([C:3]1[CH:11]=[C:10]([O:12][CH3:13])[CH:9]=[CH:8][C:4]=1[C:5]([NH:21][CH:17]([CH2:18][CH2:19][CH3:20])[CH2:16][CH2:15][CH3:14])=[O:7])#[N:2]. The yield is 0.730. (2) The reactants are [CH2:1]([O:8][C:9]1[CH:10]=[C:11]([CH:14]=[CH:15][C:16]=1[I:17])[CH2:12][OH:13])[C:2]1[CH:7]=[CH:6][CH:5]=[CH:4][CH:3]=1. The catalyst is ClCCl.[O-2].[O-2].[Mn+4]. The product is [CH2:1]([O:8][C:9]1[CH:10]=[C:11]([CH:14]=[CH:15][C:16]=1[I:17])[CH:12]=[O:13])[C:2]1[CH:3]=[CH:4][CH:5]=[CH:6][CH:7]=1. The yield is 0.920. (3) The reactants are [Cl:1][C:2]1[CH:7]=[CH:6][CH:5]=[CH:4][C:3]=1[SH:8].Cl[CH2:10][C:11](=O)[CH3:12].C([O-])([O-])=O.[K+].[K+]. The catalyst is CC(C)=O. The product is [Cl:1][C:2]1[C:3]2[S:8][CH:10]=[C:11]([CH3:12])[C:4]=2[CH:5]=[CH:6][CH:7]=1. The yield is 0.640. (4) The reactants are Br[C:2]1[CH:3]=[CH:4][CH:5]=[C:6]2[C:11]=1[N:10]=[C:9]([NH:12][C:13]1[CH:18]=[CH:17][C:16]([N:19]3[CH2:24][CH2:23][O:22][CH2:21][CH2:20]3)=[CH:15][C:14]=1[O:25][CH3:26])[N:8]=[CH:7]2.CC1(C)C(C)(C)OB([C:35]2[CH:36]=[C:37]([CH:39]=[CH:40][CH:41]=2)[NH2:38])O1.C([O-])([O-])=O.[Na+].[Na+]. The catalyst is O1CCOCC1.CC(=O)OCC.C1C=CC(P(C2C=CC=CC=2)[C-]2C=CC=C2)=CC=1.C1C=CC(P(C2C=CC=CC=2)[C-]2C=CC=C2)=CC=1.Cl[Pd]Cl.[Fe+2]. The product is [NH2:38][C:37]1[CH:36]=[C:35]([C:2]2[CH:3]=[CH:4][CH:5]=[C:6]3[C:11]=2[N:10]=[C:9]([NH:12][C:13]2[CH:18]=[CH:17][C:16]([N:19]4[CH2:20][CH2:21][O:22][CH2:23][CH2:24]4)=[CH:15][C:14]=2[O:25][CH3:26])[N:8]=[CH:7]3)[CH:41]=[CH:40][CH:39]=1. The yield is 0.640. (5) The catalyst is CN(C)C=O. The product is [CH2:16]([O:30][C:31]1[O:35][C:34]([C:36]([O:38][CH:11]([O:10][C:9](=[O:14])[N:8]([CH2:1][C:2]2[CH:7]=[CH:6][CH:5]=[CH:4][CH:3]=2)[CH3:15])[CH3:12])=[O:37])=[CH:33][CH:32]=1)[CH2:17][CH2:18][CH2:19][CH2:20][CH2:21][CH2:22][CH2:23][CH2:24][CH2:25][CH2:26][CH2:27][CH2:28][CH3:29]. The reactants are [CH2:1]([N:8]([CH3:15])[C:9](=[O:14])[O:10][CH:11](Cl)[CH3:12])[C:2]1[CH:7]=[CH:6][CH:5]=[CH:4][CH:3]=1.[CH2:16]([O:30][C:31]1[O:35][C:34]([C:36]([OH:38])=[O:37])=[CH:33][CH:32]=1)[CH2:17][CH2:18][CH2:19][CH2:20][CH2:21][CH2:22][CH2:23][CH2:24][CH2:25][CH2:26][CH2:27][CH2:28][CH3:29].O.O.O.O.O.[OH-].C([N+](CCCC)(CCCC)CCCC)CCC.[I-].[Na+]. The yield is 0.430. (6) The reactants are CN1C(=O)N(C)[CH2:5][CH2:4][CH2:3]1.C([N-]C(C)C)(C)C.[Li+].[CH3:18][C:19]1([CH3:25])[CH2:23][CH2:22][CH2:21][C:20]1=[O:24].IC(C)C. The catalyst is C1COCC1. The product is [CH:4]([CH:21]1[C:20](=[O:24])[C:19]([CH3:25])([CH3:18])[CH2:23][CH2:22]1)([CH3:5])[CH3:3]. The yield is 0.780. (7) The catalyst is CC(C)=O.C(OCC)(=O)C. The reactants are [CH3:1][O:2][C:3](=[O:21])[C@H:4]([C:14]1[CH:19]=[CH:18][CH:17]=[CH:16][C:15]=1[Cl:20])[N:5]1[CH2:10][CH2:9][C:8]2[S:11][CH:12]=[CH:13][C:7]=2[CH2:6]1.CC(O)C.Cl. The product is [ClH:20].[CH3:1][O:2][C:3](=[O:21])[C@H:4]([C:14]1[CH:19]=[CH:18][CH:17]=[CH:16][C:15]=1[Cl:20])[N:5]1[CH2:10][CH2:9][C:8]2[S:11][CH:12]=[CH:13][C:7]=2[CH2:6]1. The yield is 0.850. (8) The reactants are Cl[S:2]([N:5]=[C:6]=[O:7])(=[O:4])=[O:3].[CH2:8]([OH:15])[C:9]1[CH:14]=[CH:13][CH:12]=[CH:11][CH:10]=1.[NH:16]1[CH2:21][CH2:20][O:19][CH2:18][CH2:17]1.C(N(CC)CC)C. The catalyst is ClCCl. The product is [CH2:8]([O:15][C:6](=[O:7])[NH:5][S:2]([N:16]1[CH2:21][CH2:20][O:19][CH2:18][CH2:17]1)(=[O:4])=[O:3])[C:9]1[CH:14]=[CH:13][CH:12]=[CH:11][CH:10]=1. The yield is 0.400. (9) The reactants are [C:1]([C:3]1[C:8]([CH2:9][C:10]([O:12][CH2:13][CH3:14])=[O:11])=[CH:7][N:6]=[CH:5][N:4]=1)#[CH:2].Cl[C:16]1[C:21]([C:22]([F:25])([F:24])[F:23])=[CH:20][N:19]=[C:18]([NH:26][C:27]2[CH:32]=[CH:31][C:30]([CH:33]3[CH2:38][CH2:37][N:36]([C:39]([O:41][C:42]([CH3:45])([CH3:44])[CH3:43])=[O:40])[CH2:35][CH2:34]3)=[CH:29][CH:28]=2)[N:17]=1.C(N(CC)CC)C.F[B-](F)(F)F.C([PH+](C(C)(C)C)C(C)(C)C)(C)(C)C. The catalyst is CN(C=O)C.Cl[Pd](Cl)([P](C1C=CC=CC=1)(C1C=CC=CC=1)C1C=CC=CC=1)[P](C1C=CC=CC=1)(C1C=CC=CC=1)C1C=CC=CC=1. The product is [CH2:13]([O:12][C:10](=[O:11])[CH2:9][C:8]1[C:3]([C:1]#[C:2][C:20]2[C:21]([C:22]([F:23])([F:24])[F:25])=[CH:16][N:17]=[C:18]([NH:26][C:27]3[CH:32]=[CH:31][C:30]([CH:33]4[CH2:34][CH2:35][N:36]([C:39]([O:41][C:42]([CH3:45])([CH3:44])[CH3:43])=[O:40])[CH2:37][CH2:38]4)=[CH:29][CH:28]=3)[N:19]=2)=[N:4][CH:5]=[N:6][CH:7]=1)[CH3:14]. The yield is 0.270.